The task is: Predict the product of the given reaction.. This data is from Forward reaction prediction with 1.9M reactions from USPTO patents (1976-2016). (1) Given the reactants [NH2:1][C:2]1[N:15]([CH2:16][CH2:17][CH2:18][O:19][CH3:20])[C:5]2=[N:6][CH:7]=[C:8]([C:10]([O:12]CC)=[O:11])[CH:9]=[C:4]2[N:3]=1.O.[OH-].[Li+].Cl.[O:25]1[CH2:30][CH2:29]OCC1, predict the reaction product. The product is: [C:7]([C:8]1[CH:10]=[C:29]([CH:5]=[CH:4][CH:9]=1)[C:30]([NH:1][C:2]1[N:15]([CH2:16][CH2:17][CH2:18][O:19][CH3:20])[C:5]2=[N:6][CH:7]=[C:8]([C:10]([OH:12])=[O:11])[CH:9]=[C:4]2[N:3]=1)=[O:25])#[N:6]. (2) Given the reactants [O:1]1[CH:5]=[CH:4][CH:3]=[C:2]1[C:6]1[O:7][C:8]([CH3:41])=[C:9]([CH2:11][O:12][C:13]2[CH:38]=[CH:37][C:16]([CH2:17][O:18][C:19]3[CH:23]=[C:22](/[CH:24]=[CH:25]/[C:26]([O:28]CC)=[O:27])[N:21]([C:31]4[CH:36]=[CH:35][CH:34]=[CH:33][CH:32]=4)[N:20]=3)=[CH:15][C:14]=2[O:39][CH3:40])[N:10]=1.O1CCCC1.[OH-].[Na+].Cl, predict the reaction product. The product is: [O:1]1[CH:5]=[CH:4][CH:3]=[C:2]1[C:6]1[O:7][C:8]([CH3:41])=[C:9]([CH2:11][O:12][C:13]2[CH:38]=[CH:37][C:16]([CH2:17][O:18][C:19]3[CH:23]=[C:22](/[CH:24]=[CH:25]/[C:26]([OH:28])=[O:27])[N:21]([C:31]4[CH:36]=[CH:35][CH:34]=[CH:33][CH:32]=4)[N:20]=3)=[CH:15][C:14]=2[O:39][CH3:40])[N:10]=1. (3) Given the reactants C([Li])CCC.[CH2:6]([O:11][CH:12]1[CH2:17][CH2:16][CH2:15][CH2:14][O:13]1)[CH2:7][CH2:8][C:9]#[CH:10].[Cl:18][C:19]1[CH:26]=[CH:25][C:22]([CH:23]=[O:24])=[CH:21][CH:20]=1.[Cl-].[NH4+], predict the reaction product. The product is: [Cl:18][C:19]1[CH:26]=[CH:25][C:22]([CH:23]([OH:24])[C:10]#[C:9][CH2:8][CH2:7][CH2:6][O:11][CH:12]2[CH2:17][CH2:16][CH2:15][CH2:14][O:13]2)=[CH:21][CH:20]=1. (4) Given the reactants [NH2:1][C:2]1[C:11]([C:12]2[CH:17]=[CH:16][C:15]([C:18]([O:20][CH3:21])=[O:19])=[CH:14][CH:13]=2)=[N:10][C:9](Br)=[CH:8][C:3]=1[C:4]([O:6][CH3:7])=[O:5].[F:23][C:24]1[CH:25]=[C:26](B(O)O)[CH:27]=[CH:28][C:29]=1[O:30][CH3:31].C1(C)C=CC=CC=1.C(=O)([O-])[O-].[Na+].[Na+], predict the reaction product. The product is: [NH2:1][C:2]1[C:11]([C:12]2[CH:17]=[CH:16][C:15]([C:18]([O:20][CH3:21])=[O:19])=[CH:14][CH:13]=2)=[N:10][C:9]([C:26]2[CH:27]=[CH:28][C:29]([O:30][CH3:31])=[C:24]([F:23])[CH:25]=2)=[CH:8][C:3]=1[C:4]([O:6][CH3:7])=[O:5]. (5) Given the reactants Cl.Cl.[NH2:3][CH2:4][CH2:5][N:6]1[C:14]2[C:13]([NH:15][C:16]3[CH:21]=[CH:20][C:19]([O:22][C:23]4[C:28]5[CH:29]=[N:30][S:31][C:27]=5[CH:26]=[CH:25][CH:24]=4)=[C:18]([Cl:32])[CH:17]=3)=[N:12][CH:11]=[N:10][C:9]=2[CH:8]=[CH:7]1.[OH:33][C:34]1([C:37](O)=[O:38])[CH2:36][CH2:35]1.ON1C2C=CC=CC=2N=N1.Cl.C(N=C=NCCCN(C)C)C, predict the reaction product. The product is: [S:31]1[C:27]2[CH:26]=[CH:25][CH:24]=[C:23]([O:22][C:19]3[CH:20]=[CH:21][C:16]([NH:15][C:13]4[C:14]5[N:6]([CH2:5][CH2:4][NH:3][C:37]([C:34]6([OH:33])[CH2:36][CH2:35]6)=[O:38])[CH:7]=[CH:8][C:9]=5[N:10]=[CH:11][N:12]=4)=[CH:17][C:18]=3[Cl:32])[C:28]=2[CH:29]=[N:30]1. (6) Given the reactants [F:1][C:2]1[CH:7]=[CH:6][C:5]([C:8](=[O:19])[CH2:9][C:10]2[CH:18]=[CH:17][C:13]([C:14]([OH:16])=[O:15])=[CH:12][CH:11]=2)=[CH:4][CH:3]=1.[CH:20](I)([CH3:22])[CH3:21], predict the reaction product. The product is: [CH:20]([O:15][C:14](=[O:16])[C:13]1[CH:12]=[CH:11][C:10]([CH2:9][C:8]([C:5]2[CH:4]=[CH:3][C:2]([F:1])=[CH:7][CH:6]=2)=[O:19])=[CH:18][CH:17]=1)([CH3:22])[CH3:21]. (7) The product is: [ClH:1].[Cl:1][C:2]1[CH:3]=[CH:4][C:5]([O:17][CH2:18][C:19]2[CH:24]=[CH:23][C:22]([F:25])=[CH:21][C:20]=2[F:26])=[C:6]([CH2:8][N:9]2[C:13]([CH3:14])=[CH:12][C:11]([C:15](=[NH:16])[O:29][CH2:27][CH3:28])=[N:10]2)[CH:7]=1. Given the reactants [Cl:1][C:2]1[CH:3]=[CH:4][C:5]([O:17][CH2:18][C:19]2[CH:24]=[CH:23][C:22]([F:25])=[CH:21][C:20]=2[F:26])=[C:6]([CH2:8][N:9]2[C:13]([CH3:14])=[CH:12][C:11]([C:15]#[N:16])=[N:10]2)[CH:7]=1.[CH2:27]([OH:29])[CH3:28], predict the reaction product. (8) Given the reactants [C:1]([C:3]1[C:13]2[CH2:12][CH2:11][N:10]([C:14]([O:16][C:17]([CH3:20])([CH3:19])[CH3:18])=[O:15])[CH2:9][CH2:8][C:7]=2[CH:6]=[CH:5][CH:4]=1)#[N:2].Cl.[NH2:22][OH:23].C(=O)(O)[O-].[Na+], predict the reaction product. The product is: [OH:23][NH:22][C:1](=[NH:2])[C:3]1[C:13]2[CH2:12][CH2:11][N:10]([C:14]([O:16][C:17]([CH3:19])([CH3:18])[CH3:20])=[O:15])[CH2:9][CH2:8][C:7]=2[CH:6]=[CH:5][CH:4]=1. (9) Given the reactants C(OC([N:8]1[CH2:12][CH2:11][CH:10]([CH2:13][N:14]([C:16]2[S:17][C:18]3[CH:24]=[C:23]([NH:25][C:26]([C:28]4[CH:33]=[CH:32][C:31]([C:34]5[CH:39]=[CH:38][C:37]([F:40])=[CH:36][CH:35]=5)=[CH:30][CH:29]=4)=[O:27])[CH:22]=[CH:21][C:19]=3[N:20]=2)[CH3:15])[CH2:9]1)=O)(C)(C)C.FC(F)(F)C(O)=O, predict the reaction product. The product is: [CH3:15][N:14]([CH2:13][CH:10]1[CH2:11][CH2:12][NH:8][CH2:9]1)[C:16]1[S:17][C:18]2[CH:24]=[C:23]([NH:25][C:26]([C:28]3[CH:29]=[CH:30][C:31]([C:34]4[CH:39]=[CH:38][C:37]([F:40])=[CH:36][CH:35]=4)=[CH:32][CH:33]=3)=[O:27])[CH:22]=[CH:21][C:19]=2[N:20]=1.